From a dataset of Reaction yield outcomes from USPTO patents with 853,638 reactions. Predict the reaction yield, written as a fraction of the theoretical maximum amount of product (1.0 means a 100% yield; for example, 0.34 means a 34% yield). (1) The reactants are [NH2:1][C:2]1[S:3][C:4]2[CH2:15][CH2:14][CH2:13][CH2:12][C:5]=2[C:6]=1[C:7](OCC)=[O:8].ClC1C=CC=C2C=1C1C(=O)NC(NC(=O)C(C)(C)C)=[N:26][C:20]=1[NH:21]2.O.[OH-].[NH4+]. The catalyst is CS(C)(=O)=O. The product is [NH2:21][C:20]1[NH:26][C:7](=[O:8])[C:6]2[C:5]3[CH2:12][CH2:13][CH2:14][CH2:15][C:4]=3[S:3][C:2]=2[N:1]=1. The yield is 0.600. (2) The reactants are [N:1]([N:3]1[CH2:11][CH2:10][CH2:9][CH2:8][CH:4]1[C:5]([OH:7])=[O:6])=O.FC(F)(F)C(O)=O. The catalyst is ClCCl. The product is [NH:1]1[N:3]2[CH2:11][CH2:10][CH2:9][CH2:8][CH:4]2[C:5](=[O:7])[O:6]1. The yield is 0.760. (3) The reactants are Cl[C:2]1[C:7]([CH:8]([C:16]2[CH:21]=[CH:20][CH:19]=[CH:18][CH:17]=2)[C:9]([CH3:15])([CH3:14])[C:10]([O:12]C)=[O:11])=[CH:6][N:5]=[C:4]2[N:22]([C:25]3[CH:30]=[CH:29][CH:28]=[CH:27][CH:26]=3)[N:23]=[CH:24][C:3]=12.C(N(C(C)C)CC)(C)C.C(O)C.O.[OH-].[Li+]. The catalyst is [Pd].O1CCOCC1.O. The product is [CH3:14][C:9]([CH3:15])([CH:8]([C:16]1[CH:21]=[CH:20][CH:19]=[CH:18][CH:17]=1)[C:7]1[CH:2]=[C:3]2[CH:24]=[N:23][N:22]([C:25]3[CH:26]=[CH:27][CH:28]=[CH:29][CH:30]=3)[C:4]2=[N:5][CH:6]=1)[C:10]([OH:12])=[O:11]. The yield is 0.690. (4) The reactants are [OH:1][C:2]1[CH:3]=[C:4]([CH:7]=[CH:8][CH:9]=1)[C:5]#[N:6].F[C:11]1[CH:16]=[CH:15][C:14]([CH3:17])=[CH:13][N:12]=1.C([O-])([O-])=O.[K+].[K+].O. The catalyst is CN(C)C=O. The product is [CH3:17][C:14]1[CH:15]=[CH:16][C:11]([O:1][C:2]2[CH:3]=[C:4]([CH:7]=[CH:8][CH:9]=2)[C:5]#[N:6])=[N:12][CH:13]=1. The yield is 0.360. (5) The reactants are [N:1]1[CH:6]=[CH:5][CH:4]=[C:3]([C:7]2([O:18][CH2:19][CH2:20][N:21]3[CH2:25][CH2:24][CH2:23][CH2:22]3)[CH2:17][CH2:16][C:10]3([CH2:15][CH2:14][NH:13][CH2:12][CH2:11]3)[CH2:9][CH2:8]2)[CH:2]=1.C(N(CC)CC)C.[CH3:33][O:34][C:35]1[CH:40]=[C:39]([CH3:41])[C:38]([S:42]([N:45]2[CH2:50][CH2:49][CH2:48][CH2:47][CH:46]2[CH2:51][CH2:52][CH2:53][S:54](Cl)(=[O:56])=[O:55])(=[O:44])=[O:43])=[C:37]([CH3:58])[CH:36]=1. The catalyst is C(Cl)Cl. The product is [CH3:33][O:34][C:35]1[CH:36]=[C:37]([CH3:58])[C:38]([S:42]([N:45]2[CH2:50][CH2:49][CH2:48][CH2:47][CH:46]2[CH2:51][CH2:52][CH2:53][S:54]([N:13]2[CH2:12][CH2:11][C:10]3([CH2:9][CH2:8][C:7]([C:3]4[CH:2]=[N:1][CH:6]=[CH:5][CH:4]=4)([O:18][CH2:19][CH2:20][N:21]4[CH2:25][CH2:24][CH2:23][CH2:22]4)[CH2:17][CH2:16]3)[CH2:15][CH2:14]2)(=[O:55])=[O:56])(=[O:44])=[O:43])=[C:39]([CH3:41])[CH:40]=1. The yield is 0.470. (6) The product is [CH3:16][O:10][C:9]([C:5]1[C:4]([N+:1]([O-:3])=[O:2])=[CH:8][NH:7][N:6]=1)=[O:11]. No catalyst specified. The yield is 0.983. The reactants are [N+:1]([C:4]1[C:5]([C:9]([OH:11])=[O:10])=[N:6][NH:7][CH:8]=1)([O-:3])=[O:2].S(Cl)(Cl)=O.[CH3:16]O. (7) The reactants are [CH2:1]([C:7]1[S:11][C:10]([C:12]#[C:13][C:14]2[O:18][C:17]([C:19]([NH:21][C@@H:22]([CH2:27][N+:28]([CH3:31])([CH3:30])[CH3:29])[CH2:23][C:24]([O-:26])=[O:25])=[O:20])=[CH:16][CH:15]=2)=[CH:9][CH:8]=1)[CH2:2][CH2:3][CH2:4][CH2:5][CH3:6]. The catalyst is [Pd]. The product is [CH2:1]([C:7]1[S:11][C:10]([CH2:12][CH2:13][C:14]2[O:18][C:17]([C:19]([NH:21][C@@H:22]([CH2:27][N+:28]([CH3:31])([CH3:30])[CH3:29])[CH2:23][C:24]([O-:26])=[O:25])=[O:20])=[CH:16][CH:15]=2)=[CH:9][CH:8]=1)[CH2:2][CH2:3][CH2:4][CH2:5][CH3:6]. The yield is 0.720.